Task: Predict the reactants needed to synthesize the given product.. Dataset: Full USPTO retrosynthesis dataset with 1.9M reactions from patents (1976-2016) (1) Given the product [F:16][C:17]1([F:33])[CH2:22][CH2:21][C@H:20]([NH:23][C:24](=[O:30])[O:25][C:26]([CH3:27])([CH3:29])[CH3:28])[C@@H:19]([CH2:31][O:1][C:2]2[CH:7]=[CH:6][C:5]([C:8]3[C:9](=[O:15])[N:10]([CH3:14])[CH:11]=[CH:12][CH:13]=3)=[CH:4][CH:3]=2)[CH2:18]1, predict the reactants needed to synthesize it. The reactants are: [OH:1][C:2]1[CH:7]=[CH:6][C:5]([C:8]2[C:9](=[O:15])[N:10]([CH3:14])[CH:11]=[CH:12][CH:13]=2)=[CH:4][CH:3]=1.[F:16][C:17]1([F:33])[CH2:22][CH2:21][C@H:20]([NH:23][C:24](=[O:30])[O:25][C:26]([CH3:29])([CH3:28])[CH3:27])[C@@H:19]([CH2:31]O)[CH2:18]1.P(CCCC)(CCCC)CCCC.C1CCN(C(N=NC(N2CCCCC2)=O)=O)CC1. (2) Given the product [OH:1][C:2]1[CH:3]=[CH:4][C:5]([CH2:6][N:7]2[CH2:11][CH2:10][N:9]([C@@H:12]([C:20]([CH3:21])([CH3:22])[CH3:23])[C:13]([OH:15])=[O:14])[C:8]2=[O:24])=[CH:25][CH:26]=1, predict the reactants needed to synthesize it. The reactants are: [OH:1][C:2]1[CH:26]=[CH:25][C:5]([CH2:6][N:7]2[CH2:11][CH2:10][N:9]([C@@H:12]([C:20]([CH3:23])([CH3:22])[CH3:21])[C:13]([O:15]C(C)(C)C)=[O:14])[C:8]2=[O:24])=[CH:4][CH:3]=1.FC(F)(F)C(O)=O. (3) The reactants are: [N+:1]([CH3:4])([O-:3])=[O:2].[F-].[CH2:19]([N+]([CH2:19][CH2:20][CH2:21][CH3:22])([CH2:19][CH2:20][CH2:21][CH3:22])[CH2:19][CH2:20][CH2:21][CH3:22])[CH2:20][CH2:21][CH3:22].[C:23]([O:26][CH2:27][CH3:28])(=[O:25])[CH3:24]. Given the product [N+:1]([CH2:4][C:19]1([CH2:24][C:23]([O:26][CH2:27][CH3:28])=[O:25])[CH2:20][CH:21]2[CH:22]1[CH2:19][CH2:20][CH2:21][CH2:22]2)([O-:3])=[O:2], predict the reactants needed to synthesize it. (4) Given the product [Br:14][C:5]1[S:1][C:2]([C:6]2[CH:13]=[CH:12][C:9]([CH:10]=[O:11])=[CH:8][CH:7]=2)=[CH:3][CH:4]=1, predict the reactants needed to synthesize it. The reactants are: [S:1]1[CH:5]=[CH:4][CH:3]=[C:2]1[C:6]1[CH:13]=[CH:12][C:9]([CH:10]=[O:11])=[CH:8][CH:7]=1.[Br:14]N1C(=O)CCC1=O.Cl. (5) The reactants are: [OH-].[Na+].[F:3][C:4]([C:13]([F:16])([F:15])[F:14])([C:9]([F:12])([F:11])[F:10])[CH2:5][CH2:6][CH2:7][OH:8].[CH2:17]([CH:19]1[O:21][CH2:20]1)Cl. Given the product [F:3][C:4]([C:13]([F:14])([F:15])[F:16])([C:9]([F:11])([F:10])[F:12])[CH2:5][CH2:6][CH2:7][O:8][CH2:17][CH:19]1[CH2:20][O:21]1, predict the reactants needed to synthesize it.